Task: Predict the product of the given reaction.. Dataset: Forward reaction prediction with 1.9M reactions from USPTO patents (1976-2016) (1) Given the reactants [C:1]([Si:5]([CH3:14])([CH3:13])[O:6][CH2:7][CH2:8][CH2:9][CH:10]([OH:12])[CH3:11])([CH3:4])([CH3:3])[CH3:2].C(N(CC)CC)C.[CH3:22][S:23](Cl)(=[O:25])=[O:24], predict the reaction product. The product is: [C:1]([Si:5]([CH3:14])([CH3:13])[O:6][CH2:7][CH2:8][CH2:9][CH:10]([O:12][S:23]([CH3:22])(=[O:25])=[O:24])[CH3:11])([CH3:3])([CH3:2])[CH3:4]. (2) The product is: [CH2:9]1[CH:10]2[CH:5]([CH2:4][CH2:3][CH2:2][CH2:1]2)[CH2:6][CH2:7][CH2:8]1.[CH2:9]1[C:10]2[C:5](=[CH:4][CH:3]=[CH:2][CH:1]=2)[CH2:6][CH2:7][CH2:8]1. Given the reactants [CH:1]1[C:10]2[C:5](=[CH:6][CH:7]=[CH:8][CH:9]=2)[CH:4]=[CH:3][CH:2]=1.[H][H], predict the reaction product.